From a dataset of Full USPTO retrosynthesis dataset with 1.9M reactions from patents (1976-2016). Predict the reactants needed to synthesize the given product. (1) Given the product [F:23][C:10]1[CH:11]=[CH:12][CH:13]=[C:14]2[C:9]=1[N:8]1[CH2:24][CH:4]([N:1]3[C:33]([CH2:32][C:29]4[CH:30]=[CH:31][C:26]([F:25])=[CH:27][CH:28]=4)=[CH:34][N:3]=[N:2]3)[CH2:5][CH2:6][C:7]1=[C:15]2[CH2:16][C:17]([OH:19])=[O:18], predict the reactants needed to synthesize it. The reactants are: [N:1]([CH:4]1[CH2:24][N:8]2[C:9]3[C:14]([C:15]([CH2:16][C:17]([O:19]CCC)=[O:18])=[C:7]2[CH2:6][CH2:5]1)=[CH:13][CH:12]=[CH:11][C:10]=3[F:23])=[N+:2]=[N-:3].[F:25][C:26]1[CH:31]=[CH:30][C:29]([CH2:32][C:33]#[CH:34])=[CH:28][CH:27]=1.C([Si](C)(C)C)#C.C([Mg]Br)C.FC1C=CC(CBr)=CC=1. (2) Given the product [CH3:1][C:2]1[CH:3]=[C:4]([CH:9]2[NH:14][CH2:13][CH2:12][N:11]([C:15]3[C:16]([F:36])=[CH:17][C:18]4[N:27]=[CH:26][C:25]5[N:24]([CH3:28])[CH:23]=[C:22]([C:29]([OH:31])=[O:30])[C:21](=[O:34])[C:20]=5[C:19]=4[CH:35]=3)[CH2:10]2)[CH:5]=[CH:6][C:7]=1[CH3:8], predict the reactants needed to synthesize it. The reactants are: [CH3:1][C:2]1[CH:3]=[C:4]([CH:9]2[NH:14][CH2:13][CH2:12][N:11]([C:15]3[C:16]([F:36])=[CH:17][C:18]4[N:27]=[CH:26][C:25]5[N:24]([CH3:28])[CH:23]=[C:22]([C:29]([O:31]CC)=[O:30])[C:21](=[O:34])[C:20]=5[C:19]=4[CH:35]=3)[CH2:10]2)[CH:5]=[CH:6][C:7]=1[CH3:8]. (3) Given the product [C:15]([C:19]1[CH:24]=[CH:23][CH:22]=[CH:21][C:20]=1[N:12]1[C:13]2[C:1](=[O:27])[CH2:2][CH:3]=[CH:4][C:5]=2[C:6]2[C:11]1=[CH:10][CH:9]=[CH:8][CH:7]=2)([CH3:18])([CH3:17])[CH3:16], predict the reactants needed to synthesize it. The reactants are: [CH2:1]1[C:13]2[NH:12][C:11]3[C:6](=[CH:7][CH:8]=[CH:9][CH:10]=3)[C:5]=2[C:4](=O)[CH2:3][CH2:2]1.[C:15]([C:19]1[CH:24]=[CH:23][CH:22]=[CH:21][C:20]=1Br)([CH3:18])([CH3:17])[CH3:16].C(=O)([O-])[O-:27].[K+].[K+].CN1C(=O)CCC1. (4) The reactants are: [NH2:1][C:2]1[CH:10]=[CH:9][C:5]([C:6]([OH:8])=[O:7])=[CH:4][CH:3]=1.[C:11]1(=O)[O:16][C:14](=[O:15])[CH:13]=[CH:12]1.C([O-])(=O)C.[Na+].C(OC(=O)C)(=O)C. Given the product [C:6]([C:5]1[CH:9]=[CH:10][C:2]([N:1]2[C:14](=[O:15])[CH:13]=[CH:12][C:11]2=[O:16])=[CH:3][CH:4]=1)([OH:8])=[O:7], predict the reactants needed to synthesize it. (5) Given the product [C:9]1([CH:1]([C:2]2[CH:3]=[N:4][CH:5]=[CH:6][CH:7]=2)[OH:8])[CH:14]=[CH:13][CH:12]=[CH:11][CH:10]=1, predict the reactants needed to synthesize it. The reactants are: [CH:1](=[O:8])[C:2]1[CH:7]=[CH:6][CH:5]=[N:4][CH:3]=1.[C:9]1([Mg]Br)[CH:14]=[CH:13][CH:12]=[CH:11][CH:10]=1. (6) Given the product [NH2:12][C:13]1[N:14]=[C:15]([NH2:24])[C:16]2[C:21]([CH2:22][O:11][C:2]3[CH:3]=[CH:4][C:5]4[C:10](=[CH:9][CH:8]=[CH:7][CH:6]=4)[CH:1]=3)=[CH:20][O:19][C:17]=2[N:18]=1, predict the reactants needed to synthesize it. The reactants are: [CH:1]1[C:10]2[C:5](=[CH:6][CH:7]=[CH:8][CH:9]=2)[CH:4]=[CH:3][C:2]=1[OH:11].[NH2:12][C:13]1[N:14]=[C:15]([NH2:24])[C:16]2[C:21]([CH2:22]Cl)=[CH:20][O:19][C:17]=2[N:18]=1.C(=O)([O-])[O-].[K+].[K+]. (7) Given the product [CH3:12][N:13]1[CH:17]=[C:16]([CH2:18][NH:11][C:1]23[CH2:8][CH:7]4[CH2:6][CH:5]([CH2:4][CH:3]([CH2:9]4)[CH2:2]2)[CH2:10]3)[N:15]=[N:14]1, predict the reactants needed to synthesize it. The reactants are: [C:1]12([NH2:11])[CH2:10][CH:5]3[CH2:6][CH:7]([CH2:9][CH:3]([CH2:4]3)[CH2:2]1)[CH2:8]2.[CH3:12][N:13]1[CH:17]=[C:16]([CH:18]=O)[N:15]=[N:14]1. (8) Given the product [C:5]([O:9][C:10]([N:12]1[CH2:17][C@H:16]([CH2:18][N:19]2[CH2:20][CH2:21][O:22][CH2:23][CH2:24]2)[NH:15][CH2:14][C@H:13]1[CH3:32])=[O:11])([CH3:8])([CH3:6])[CH3:7], predict the reactants needed to synthesize it. The reactants are: C(O)(=O)C.[C:5]([O:9][C:10]([N:12]1[CH2:17][C@H:16]([CH2:18][N:19]2[CH2:24][CH2:23][O:22][CH2:21][CH2:20]2)[N:15](CC2C=CC=CC=2)[CH2:14][C@H:13]1[CH3:32])=[O:11])([CH3:8])([CH3:7])[CH3:6]. (9) Given the product [CH2:1]([O:3][C:4]([C:5]1[C:6]([CH2:7][O:8][C:9]([CH3:12])([CH3:11])[CH3:10])=[N:24][NH:18][CH:20]=1)=[O:14])[CH3:2], predict the reactants needed to synthesize it. The reactants are: [CH2:1]([O:3][C:4](=[O:14])[CH2:5][C:6](=O)[CH2:7][O:8][C:9]([CH3:12])([CH3:11])[CH3:10])[CH3:2].COC(OC)[N:18]([CH3:20])C.O.[NH2:24]N.O.